Dataset: Forward reaction prediction with 1.9M reactions from USPTO patents (1976-2016). Task: Predict the product of the given reaction. (1) Given the reactants C([N:8]1[CH:12]=[C:11]([CH3:13])[N:10]=[C:9]1[CH:14]1[C:19]2=[N:20][NH:21][C:22](=[O:27])[C:23]3[CH:24]=[CH:25][CH:26]=[C:17]([C:18]=32)[NH:16][CH:15]1[C:28]1[CH:33]=[CH:32][CH:31]=[CH:30][CH:29]=1)C1C=CC=CC=1, predict the reaction product. The product is: [CH3:13][C:11]1[N:10]=[C:9]([CH:14]2[C:19]3=[N:20][NH:21][C:22](=[O:27])[C:23]4[CH:24]=[CH:25][CH:26]=[C:17]([C:18]=43)[NH:16][CH:15]2[C:28]2[CH:33]=[CH:32][CH:31]=[CH:30][CH:29]=2)[NH:8][CH:12]=1. (2) Given the reactants Cl.[CH3:2][O:3][C:4]1[CH:9]=[CH:8][C:7]([N:10]2[CH2:15][CH2:14][N:13]([C:16]3[C:17]([CH3:31])=[C:18]([CH3:30])[C:19]4[O:23][C:22]([CH3:25])([CH3:24])[C:21]([CH3:27])(O)[C:20]=4[C:28]=3[CH3:29])[CH2:12][CH2:11]2)=[CH:6][CH:5]=1, predict the reaction product. The product is: [CH3:2][O:3][C:4]1[CH:5]=[CH:6][C:7]([N:10]2[CH2:15][CH2:14][N:13]([C:16]3[C:17]([CH3:31])=[C:18]([CH3:30])[C:19]4[O:23][C:22]([CH3:24])([CH3:25])[C:21](=[CH2:27])[C:20]=4[C:28]=3[CH3:29])[CH2:12][CH2:11]2)=[CH:8][CH:9]=1.